Dataset: Experimentally validated miRNA-target interactions with 360,000+ pairs, plus equal number of negative samples. Task: Binary Classification. Given a miRNA mature sequence and a target amino acid sequence, predict their likelihood of interaction. (1) The miRNA is mmu-miR-6953-5p with sequence AAGGGGCAGGGGCAGGGAUUCAAGUG. The protein sequence of the target gene is MPGGKRGLVAPQNTFLENIVRRSSESSFLLGNAQIVDWPVVYSNDGFCKLSGYHRADVMQKSSTCSFMYGELTDKKTIEKVRQTFDNYESNCFEVLLYKKNRTPVWFYMQIAPIRNEHEKVVLFLCTFKDITLFKQPIEDDSTKGWTKFARLTRALTNSRSVLQQLTPMNKTETVHKHSRLAEVLQLGSDILPQYKQEAPKTPPHIILHYCAFKTTWDWVILILTFYTAIMVPYNVSFKTKQNNIAWLVLDSVVDVIFLVDIVLNFHTTFVGPGGEVISDPKLIRMNYLKTWFVIDLLSC.... Result: 0 (no interaction). (2) The miRNA is hsa-miR-4722-3p with sequence ACCUGCCAGCACCUCCCUGCAG. The protein sequence of the target gene is MLSAGLGLLMLVAVVEFLIGLIGNGSLVVWSFREWIRKFNWSSYNLIILGLAGCRFLLQWLIILDLSLFPLFQSSRWLRYLSIFWVLVSQASLWFATFLSVFYCKKITTFDRPAYLWLKQRAYNLSLWCLLGYFIINLLLTVQIGLTFYHPPQGNSSIRYPFESWQYLYAFQLNSGSYLPLVVFLVSSGMLIVSLYTHHKKMKVHSAGRRDVRAKAHITALKSLGCFLLLHLVYIMASPFSITSKTYPPDLTSVFIWETLMAAYPSLHSLILIMGIPRVKQTCQKILWKTVCARRCWGP. Result: 1 (interaction). (3) The miRNA is hsa-miR-146a-3p with sequence CCUCUGAAAUUCAGUUCUUCAG. The protein sequence of the target gene is MKETIQGTGSWGPEPPGPGTTYSNPRRERLRWPLPPKPRLKSGGGFGPDPGSGTTVPTRRLPAPRPSFDASASEEEEEEEEEDEEEVAAWRLPPRWGQLGASQRSRALRPSHRKTCSQRRRRAMRAFQMLLYSKSTSLTFHWKLWGRHRGRRRNLAHPKNHLSPQEGGATPQVPSPCCRFDSPRGLPPPRLGLLGALMAEDGMRGSPPVPSGPPMEEDGLRWTPKSPLDPDSGLLSCTLPNGFGGLSGPEGERSLAPPDASILISNVCSIGDHVAQELFQSSDLGIAEEADRTGEKAGQH.... Result: 0 (no interaction). (4) The miRNA is hsa-miR-4301 with sequence UCCCACUACUUCACUUGUGA. The protein sequence of the target gene is MGSGPIDPKELLKGLDSFLNRDGEVKSVDGISKIFSLMKEARKMVSRCTYLNILLQTRSPEILVKFIDVGGYKLLNNWLTYSKTTNNIPLLQQILLTLQHLPLTVDHLKQNNTAKLVKQLSKSSEDEELRKLASVLVSDWMAVIRSQSSTQPAEKDKKKRKDEGKSRTTLPERPLTEVKAETRAEEAPEKKREKPKSLRTTAPSHAKFRSTGLELETPSLVPVKKNASTVVVSDKYNLKPIPLKRQSNVAAPGDATPPAEKKYKPLNTTPNATKEIKVKIIPPQPMEGLGFLDALNSAPV.... Result: 0 (no interaction). (5) The miRNA is hsa-miR-4713-3p with sequence UGGGAUCCAGACAGUGGGAGAA. The protein sequence of the target gene is MFTMTRAMEEALFQHFMHQKLGIAYAIHKPFPFFEGLLDNSIITKRMYMESLEACRNLIPVSRVVHNILTQLERTFNLSLLVTLFSQINLREYPNLVTIYRSFKRVGASYEWQSRDTPILLEAPTGLAEGSSLHTPLALPPPQPPQPSCSPCAPRVSEPGTSSQQSDEILSESPSPSDPVLPLPALIQEGRSTSVTNDKLTSKMNAEEDSEEMPSLLTSTVQVASDNLIPQIRDKEDPQEMPHSPLGSMPEIRDNSPEPNDPEEPQEVSSTPSDKKGKKRKRCIWSTPKRRHKKKSLPGG.... Result: 1 (interaction).